From a dataset of Forward reaction prediction with 1.9M reactions from USPTO patents (1976-2016). Predict the product of the given reaction. (1) Given the reactants Br[C:2]1[CH:7]=[CH:6][CH:5]=[C:4]([O:8][CH3:9])[N:3]=1.[CH3:10][Si:11]([C:14]#[CH:15])([CH3:13])[CH3:12], predict the reaction product. The product is: [CH3:9][O:8][C:4]1[CH:5]=[CH:6][CH:7]=[C:2]([C:15]#[C:14][Si:11]([CH3:13])([CH3:12])[CH3:10])[N:3]=1. (2) The product is: [CH2:9]([O:8][C:6]([C:5]1[C:4](=[O:23])[C:18]2[C:13](=[CH:14][C:15]([O:21][CH3:22])=[C:16]([O:19][CH3:20])[CH:17]=2)[NH:12][CH:11]=1)=[O:7])[CH3:10]. Given the reactants C(O[C:4](=[O:23])[C:5](=[CH:11][NH:12][C:13]1[CH:18]=[CH:17][C:16]([O:19][CH3:20])=[C:15]([O:21][CH3:22])[CH:14]=1)[C:6]([O:8][CH2:9][CH3:10])=[O:7])C, predict the reaction product. (3) Given the reactants [NH2:1][C:2]1[N:7]=[C:6](/[C:8](=[C:11]2\[NH:12][C:13]3[CH:21]=[CH:20][CH:19]=[CH:18][C:14]=3[N:15]\2[CH2:16][CH3:17])/[C:9]#[N:10])[C:5]([CH3:22])=[CH:4][N:3]=1.[C:23]([N:30]([CH2:32][C:33](O)=[O:34])[CH3:31])([O:25][C:26]([CH3:29])([CH3:28])[CH3:27])=[O:24], predict the reaction product. The product is: [C:26]([O:25][C:23](=[O:24])[N:30]([CH2:32][C:33]([NH:1][C:2]1[N:7]=[C:6](/[C:8](/[C:9]#[N:10])=[C:11]2\[NH:12][C:13]3[CH:21]=[CH:20][CH:19]=[CH:18][C:14]=3[N:15]\2[CH2:16][CH3:17])[C:5]([CH3:22])=[CH:4][N:3]=1)=[O:34])[CH3:31])([CH3:29])([CH3:27])[CH3:28]. (4) The product is: [CH3:9][O:10][C:11](=[O:23])[C:12]1[C:17]([CH3:18])=[CH:16][CH:15]=[C:14]([F:19])[C:13]=1[N:20]1[C:21](=[O:22])[NH:7][N:6]=[N:5]1. Given the reactants [Cl-].[Cl-].[Cl-].[Al+3].[N-:5]=[N+:6]=[N-:7].[Na+].[CH3:9][O:10][C:11](=[O:23])[C:12]1[C:17]([CH3:18])=[CH:16][CH:15]=[C:14]([F:19])[C:13]=1[N:20]=[C:21]=[O:22].N([O-])=O.[Na+].Cl, predict the reaction product. (5) Given the reactants C([Li])[CH2:2][CH2:3][CH3:4].[CH:6]([NH:9][CH:10](C)C)(C)C.[CH3:13][Si:14](Cl)([CH3:16])[CH3:15].[CH2:18]1COCC1, predict the reaction product. The product is: [CH3:6][N:9]([CH3:10])[C:13]([Si:14]([CH3:16])([CH3:18])[CH3:15])=[C:3]([CH3:2])[CH3:4].